This data is from Reaction yield outcomes from USPTO patents with 853,638 reactions. The task is: Predict the reaction yield, written as a fraction of the theoretical maximum amount of product (1.0 means a 100% yield; for example, 0.34 means a 34% yield). (1) The reactants are [NH2:1][C:2]1[CH:11]=[CH:10][C:5]2[C:6]([CH3:9])=[N:7][O:8][C:4]=2[CH:3]=1.C1COCC1.C([O-])(O)=O.[Na+].Cl[C:23]([O:25][CH2:26][C:27]1[CH:32]=[CH:31][CH:30]=[CH:29][CH:28]=1)=[O:24]. The catalyst is O.C(OCC)(=O)C. The product is [CH2:26]([O:25][C:23](=[O:24])[NH:1][C:2]1[CH:11]=[CH:10][C:5]2[C:6]([CH3:9])=[N:7][O:8][C:4]=2[CH:3]=1)[C:27]1[CH:32]=[CH:31][CH:30]=[CH:29][CH:28]=1. The yield is 0.990. (2) The reactants are [Cl:1][C:2]1[CH:3]=[C:4]2[C:8](=[CH:9][CH:10]=1)[NH:7][C:6]([C:11]([N:13]1[CH2:18][CH2:17][CH:16]([C:19]3[C:24]([O:25][CH3:26])=[CH:23][CH:22]=[CH:21][C:20]=3[O:27][CH3:28])[CH2:15][CH2:14]1)=[O:12])=[CH:5]2.[H-].[Na+].Cl[CH2:32][C:33]#[N:34]. The catalyst is CN(C=O)C. The product is [Cl:1][C:2]1[CH:3]=[C:4]2[C:8](=[CH:9][CH:10]=1)[N:7]([CH2:32][C:33]#[N:34])[C:6]([C:11]([N:13]1[CH2:14][CH2:15][CH:16]([C:19]3[C:24]([O:25][CH3:26])=[CH:23][CH:22]=[CH:21][C:20]=3[O:27][CH3:28])[CH2:17][CH2:18]1)=[O:12])=[CH:5]2. The yield is 0.180. (3) The reactants are [Cl:1][C:2]([Cl:11])([Cl:10])[C:3]([C:5]1[NH:6][CH:7]=[CH:8][CH:9]=1)=[O:4].[I:12]I. The catalyst is C(Cl)(Cl)Cl.FC(F)(F)C([O-])=O.[Ag+]. The product is [Cl:11][C:2]([Cl:1])([Cl:10])[C:3]([C:5]1[NH:6][CH:7]=[C:8]([I:12])[CH:9]=1)=[O:4]. The yield is 0.780. (4) The reactants are [C:1](Cl)(=[O:6])[CH2:2][C:3](Cl)=[O:4].[CH3:8][CH:9]([CH3:19])[CH2:10][NH:11][C:12]([NH:14][CH2:15][CH:16]([CH3:18])[CH3:17])=[O:13]. The catalyst is ClCCl. The product is [CH3:17][CH:16]([CH3:18])[CH2:15][N:14]1[C:3](=[O:4])[CH2:2][C:1](=[O:6])[N:11]([CH2:10][CH:9]([CH3:19])[CH3:8])[C:12]1=[O:13]. The yield is 0.760. (5) The reactants are [BH4-].[Na+].[NH2:3][C:4]([NH:6][C:7]1[NH:8][C:9]([C:17]2[CH:22]=[CH:21][CH:20]=[C:19]([Cl:23])[CH:18]=2)=[C:10]([CH:15]=[O:16])[C:11]=1[C:12]([NH2:14])=[O:13])=[O:5].O1CCCC1CO. The catalyst is [Cl-].[NH4+]. The product is [NH2:3][C:4]([NH:6][C:7]1[NH:8][C:9]([C:17]2[CH:22]=[CH:21][CH:20]=[C:19]([Cl:23])[CH:18]=2)=[C:10]([CH2:15][OH:16])[C:11]=1[C:12]([NH2:14])=[O:13])=[O:5]. The yield is 0.370. (6) The catalyst is C(O)(=O)C. The yield is 0.660. The product is [Cl:26][C:23]1[CH:22]=[CH:21][C:20]([CH2:19][NH:18][C:16]([C:15]2[S:12](=[O:14])(=[O:13])[C:11]3[CH:10]=[CH:9][S:8][C:7]=3[NH:6][N:1]=2)=[O:17])=[CH:25][CH:24]=1. The reactants are [N:1]([O-])=O.[Na+].O.[NH2:6][C:7]1[S:8][CH:9]=[CH:10][C:11]=1[S:12]([CH2:15][C:16]([NH:18][CH2:19][C:20]1[CH:25]=[CH:24][C:23]([Cl:26])=[CH:22][CH:21]=1)=[O:17])(=[O:14])=[O:13]. (7) The catalyst is CS(C)=O.C(OCC)(=O)C. The reactants are [Cl-].O[NH3+:3].[C:4](=[O:7])([O-])[OH:5].[Na+].[O:9]=[C:10]1[C:15]([CH2:16][C:17]2[CH:22]=[CH:21][C:20]([C:23]3[C:24]([C:29]#[N:30])=[CH:25][CH:26]=[CH:27][CH:28]=3)=[CH:19][CH:18]=2)=[C:14]([CH2:31][CH2:32][CH3:33])[N:13]2[N:34]=[CH:35][N:36]=[C:12]2[N:11]1[CH:37]1[CH2:42][CH2:41][N:40]([CH:43]2[CH2:48][CH2:47][O:46][CH2:45][CH2:44]2)[CH2:39][CH2:38]1. The yield is 0.310. The product is [O:7]=[C:4]1[O:5][N:3]=[C:29]([C:24]2[CH:25]=[CH:26][CH:27]=[CH:28][C:23]=2[C:20]2[CH:19]=[CH:18][C:17]([CH2:16][C:15]3[C:10](=[O:9])[N:11]([CH:37]4[CH2:42][CH2:41][N:40]([CH:43]5[CH2:48][CH2:47][O:46][CH2:45][CH2:44]5)[CH2:39][CH2:38]4)[C:12]4[N:13]([N:34]=[CH:35][N:36]=4)[C:14]=3[CH2:31][CH2:32][CH3:33])=[CH:22][CH:21]=2)[NH:30]1. (8) The reactants are CCN(C(C)C)C(C)C.[C:10]1([CH2:16][O:17][C:18]2[CH:19]=[C:20]([CH:24]=[C:25]([O:27][C@@H:28]([CH3:38])[CH2:29][O:30][Si:31]([C:34]([CH3:37])([CH3:36])[CH3:35])([CH3:33])[CH3:32])[CH:26]=2)[C:21]([OH:23])=O)[CH:15]=[CH:14][CH:13]=[CH:12][CH:11]=1.CN(C(ON1N=NC2C=CC=NC1=2)=[N+](C)C)C.F[P-](F)(F)(F)(F)F.[CH:63]([N:66]1[CH:70]=[CH:69][C:68]([NH2:71])=[N:67]1)([CH3:65])[CH3:64]. The catalyst is CN(C=O)C. The product is [CH2:16]([O:17][C:18]1[CH:19]=[C:20]([CH:24]=[C:25]([O:27][C@@H:28]([CH3:38])[CH2:29][O:30][Si:31]([C:34]([CH3:37])([CH3:36])[CH3:35])([CH3:33])[CH3:32])[CH:26]=1)[C:21]([NH:71][C:68]1[CH:69]=[CH:70][N:66]([CH:63]([CH3:65])[CH3:64])[N:67]=1)=[O:23])[C:10]1[CH:15]=[CH:14][CH:13]=[CH:12][CH:11]=1. The yield is 0.650.